The task is: Regression. Given two drug SMILES strings and cell line genomic features, predict the synergy score measuring deviation from expected non-interaction effect.. This data is from NCI-60 drug combinations with 297,098 pairs across 59 cell lines. (1) Drug 1: CN(CCCl)CCCl.Cl. Drug 2: CCC1(C2=C(COC1=O)C(=O)N3CC4=CC5=C(C=CC(=C5CN(C)C)O)N=C4C3=C2)O.Cl. Cell line: SF-268. Synergy scores: CSS=41.2, Synergy_ZIP=-3.32, Synergy_Bliss=0.455, Synergy_Loewe=-3.02, Synergy_HSA=3.78. (2) Drug 1: C1CC(C1)(C(=O)O)C(=O)O.[NH2-].[NH2-].[Pt+2]. Drug 2: CC1CCC2CC(C(=CC=CC=CC(CC(C(=O)C(C(C(=CC(C(=O)CC(OC(=O)C3CCCCN3C(=O)C(=O)C1(O2)O)C(C)CC4CCC(C(C4)OC)O)C)C)O)OC)C)C)C)OC. Cell line: HT29. Synergy scores: CSS=16.4, Synergy_ZIP=-5.85, Synergy_Bliss=-2.91, Synergy_Loewe=-88.8, Synergy_HSA=-1.62. (3) Drug 2: CC(C)NC(=O)C1=CC=C(C=C1)CNNC.Cl. Cell line: COLO 205. Synergy scores: CSS=-10.5, Synergy_ZIP=10.3, Synergy_Bliss=14.8, Synergy_Loewe=-3.45, Synergy_HSA=-3.45. Drug 1: CCCCCOC(=O)NC1=NC(=O)N(C=C1F)C2C(C(C(O2)C)O)O. (4) Drug 1: CCCS(=O)(=O)NC1=C(C(=C(C=C1)F)C(=O)C2=CNC3=C2C=C(C=N3)C4=CC=C(C=C4)Cl)F. Drug 2: CCCCCOC(=O)NC1=NC(=O)N(C=C1F)C2C(C(C(O2)C)O)O. Cell line: SK-MEL-28. Synergy scores: CSS=22.8, Synergy_ZIP=-3.57, Synergy_Bliss=-5.35, Synergy_Loewe=-29.3, Synergy_HSA=-6.65. (5) Drug 1: C1CCN(CC1)CCOC2=CC=C(C=C2)C(=O)C3=C(SC4=C3C=CC(=C4)O)C5=CC=C(C=C5)O. Drug 2: CN(C)N=NC1=C(NC=N1)C(=O)N. Cell line: M14. Synergy scores: CSS=-3.73, Synergy_ZIP=2.64, Synergy_Bliss=0.590, Synergy_Loewe=-5.62, Synergy_HSA=-5.35. (6) Cell line: BT-549. Synergy scores: CSS=31.1, Synergy_ZIP=-8.22, Synergy_Bliss=1.04, Synergy_Loewe=-13.1, Synergy_HSA=2.23. Drug 1: C1=NC(=NC(=O)N1C2C(C(C(O2)CO)O)O)N. Drug 2: COC1=C2C(=CC3=C1OC=C3)C=CC(=O)O2. (7) Drug 1: C1C(C(OC1N2C=NC3=C(N=C(N=C32)Cl)N)CO)O. Drug 2: CN1C2=C(C=C(C=C2)N(CCCl)CCCl)N=C1CCCC(=O)O.Cl. Cell line: SK-MEL-5. Synergy scores: CSS=48.2, Synergy_ZIP=-3.45, Synergy_Bliss=-5.44, Synergy_Loewe=-10.1, Synergy_HSA=-2.33.